This data is from Full USPTO retrosynthesis dataset with 1.9M reactions from patents (1976-2016). The task is: Predict the reactants needed to synthesize the given product. (1) Given the product [CH3:23][N:24]([CH3:28])[CH2:25][CH2:26][NH:19][C:17](=[O:18])[CH:16]=[C:15]1[C:5]2[C:4]3[C:8](=[CH:9][CH:10]=[C:2]([F:1])[CH:3]=3)[NH:7][C:6]=2[C:11](=[O:22])[NH:12][CH2:13][CH2:14]1, predict the reactants needed to synthesize it. The reactants are: [F:1][C:2]1[CH:3]=[C:4]2[C:8](=[CH:9][CH:10]=1)[NH:7][C:6]1[C:11](=[O:22])[NH:12][CH2:13][CH:14]=[C:15]([CH2:16][C:17]([N:19]=[N+]=[N-])=[O:18])[C:5]2=1.[CH3:23][N:24]([CH3:28])[CH2:25][CH2:26]N. (2) Given the product [F:28][C:29]1[CH:37]=[CH:36][C:32]([C:33]([N:23]2[CH2:24][CH2:25][C:26]3[N:27]=[C:19]([NH:18][C:8]4[CH:9]=[CH:10][C:11]([N:12]5[CH:16]=[C:15]([CH3:17])[N:14]=[CH:13]5)=[C:6]([O:5][CH3:4])[CH:7]=4)[S:20][C:21]=3[CH2:22]2)=[O:34])=[CH:31][CH:30]=1, predict the reactants needed to synthesize it. The reactants are: Cl.Cl.Cl.[CH3:4][O:5][C:6]1[CH:7]=[C:8]([NH:18][C:19]2[S:20][C:21]3[CH2:22][NH:23][CH2:24][CH2:25][C:26]=3[N:27]=2)[CH:9]=[CH:10][C:11]=1[N:12]1[CH:16]=[C:15]([CH3:17])[N:14]=[CH:13]1.[F:28][C:29]1[CH:37]=[CH:36][C:32]([C:33](Cl)=[O:34])=[CH:31][CH:30]=1.C(N(CC)CC)C. (3) Given the product [OH:1][C:2]1[CH:11]=[C:10]([O:12][CH2:14][CH2:15][O:16][CH3:17])[CH:9]=[CH:8][C:3]=1[C:4]([O:6][CH3:7])=[O:5], predict the reactants needed to synthesize it. The reactants are: [OH:1][C:2]1[CH:11]=[C:10]([OH:12])[CH:9]=[CH:8][C:3]=1[C:4]([O:6][CH3:7])=[O:5].Br[CH2:14][CH2:15][O:16][CH3:17].C(=O)([O-])[O-].[K+].[K+].[I-].[Na+]. (4) Given the product [F:21][C:20]1[CH:19]=[C:18]2[C:14]([CH:15]=[N:16][N:17]2[CH3:22])=[CH:13][C:12]=1[CH2:11][C:8]1[N:6]2[N:7]=[C:2]([CH:23]=[CH2:24])[CH:3]=[CH:4][C:5]2=[N:10][CH:9]=1, predict the reactants needed to synthesize it. The reactants are: Cl[C:2]1[CH:3]=[CH:4][C:5]2[N:6]([C:8]([CH2:11][C:12]3[CH:13]=[C:14]4[C:18](=[CH:19][C:20]=3[F:21])[N:17]([CH3:22])[N:16]=[CH:15]4)=[CH:9][N:10]=2)[N:7]=1.[CH2:23]([Sn](CCCC)(CCCC)C=C)[CH2:24]CC. (5) Given the product [C:47]([O:46][C@@H:41]([C:12]1[C:13]([CH3:40])=[CH:14][C:15]2=[N:19][C:18]3=[CH:17][N:16]2[C:11]=1[N:8]1[CH2:7][CH2:6][C:5]([CH3:51])([O:4][CH2:1][CH:37]=[CH:36][CH2:35][C@H:33]([CH3:34])[O:32][C:31]2[CH:30]=[C:29]([F:38])[CH:28]=[C:27]([F:39])[C:26]=2[C:22]2[CH:21]=[C:20]3[CH:25]=[CH:24][CH:23]=2)[CH2:10][CH2:9]1)[C:42]([O:44][CH3:45])=[O:43])([CH3:49])([CH3:50])[CH3:48], predict the reactants needed to synthesize it. The reactants are: [CH2:1]([O:4][C:5]1([CH3:51])[CH2:10][CH2:9][N:8]([C:11]2[N:16]3[CH:17]=[C:18]([C:20]4[CH:21]=[C:22]([C:26]5[C:31]([O:32][C@H:33]([CH2:35][CH:36]=[CH2:37])[CH3:34])=[CH:30][C:29]([F:38])=[CH:28][C:27]=5[F:39])[CH:23]=[CH:24][CH:25]=4)[N:19]=[C:15]3[CH:14]=[C:13]([CH3:40])[C:12]=2[C@H:41]([O:46][C:47]([CH3:50])([CH3:49])[CH3:48])[C:42]([O:44][CH3:45])=[O:43])[CH2:7][CH2:6]1)C=C.C(O[C@@H](C1C(C)=CC2=NC3=CN2C=1N1CCC(C)(OCC=CC[C@H](C)OC2C=C(F)C=CC=2C2C=C3C=CC=2)CC1)C(OC)=O)(C)(C)C. (6) Given the product [Cl:39][C:33]1[CH:34]=[CH:35][CH:36]=[C:37]([Cl:38])[C:32]=1[CH2:31][C:7]1[N:6]2[CH:40]=[N:41][N:42]=[C:5]2[C:4]([C:1]([NH2:2])=[O:3])=[C:9]([NH:10][C:11]2[CH:16]=[CH:15][C:14]([N:17]3[CH2:22][CH2:21][NH:20][CH2:19][CH2:18]3)=[CH:13][C:12]=2[F:30])[N:8]=1, predict the reactants needed to synthesize it. The reactants are: [C:1]([C:4]1[C:5]2[N:6]([CH:40]=[N:41][N:42]=2)[C:7]([CH2:31][C:32]2[C:37]([Cl:38])=[CH:36][CH:35]=[CH:34][C:33]=2[Cl:39])=[N:8][C:9]=1[NH:10][C:11]1[CH:16]=[CH:15][C:14]([N:17]2[CH2:22][CH2:21][N:20](C(OC(C)(C)C)=O)[CH2:19][CH2:18]2)=[CH:13][C:12]=1[F:30])(=[O:3])[NH2:2].FC(F)(F)C(O)=O. (7) Given the product [CH2:24]([C:21]1[N:22]([CH3:23])[C:12]2[C:11]3[CH:10]=[C:9]([OH:8])[CH:18]=[CH:17][C:16]=3[N:15]=[CH:14][C:13]=2[N:20]=1)[CH2:25][CH2:26][CH3:27], predict the reactants needed to synthesize it. The reactants are: C([O:8][C:9]1[CH:18]=[CH:17][C:16]2[N:15]=[C:14](N)[C:13]3[N:20]=[C:21]([CH2:24][CH2:25][CH2:26][CH3:27])[N:22]([CH3:23])[C:12]=3[C:11]=2[CH:10]=1)C1C=CC=CC=1. (8) The reactants are: [CH3:1][C:2]1[CH:11]=[C:10]2[C:5]([CH:6]=[CH:7][CH:8]=[N:9]2)=[CH:4][C:3]=1OS(C(F)(F)F)(=O)=O.C(N(C(C)C)CC)(C)C.[CH3:29][N:30]1[CH:34]=[C:33]([C:35]2[CH:36]=[CH:37][C:38]3[N:39]([C:41]([SH:44])=[N:42][N:43]=3)[N:40]=2)[CH:32]=[N:31]1.[OH-].[Na+]. Given the product [CH3:1][C:2]1[CH:11]=[C:10]2[C:5]([CH:6]=[CH:7][CH:8]=[N:9]2)=[CH:4][C:3]=1[S:44][C:41]1[N:39]2[N:40]=[C:35]([C:33]3[CH:32]=[N:31][N:30]([CH3:29])[CH:34]=3)[CH:36]=[CH:37][C:38]2=[N:43][N:42]=1, predict the reactants needed to synthesize it. (9) Given the product [ClH:9].[CH3:19][O:20][C:21]1[CH:26]=[CH:25][C:24]([CH2:27][CH2:28][CH3:29])=[CH:23][C:22]=1[C:30]1[N:31]=[C:32]([NH:35][C:36]([C@H:38]2[CH2:43][CH2:42][CH2:41][N:40]([C:7]([C:2]3[CH:3]=[CH:4][CH:5]=[CH:6][N:1]=3)=[O:8])[CH2:39]2)=[O:37])[S:33][CH:34]=1, predict the reactants needed to synthesize it. The reactants are: [N:1]1[CH:6]=[CH:5][CH:4]=[CH:3][C:2]=1[C:7]([Cl:9])=[O:8].CCN(C(C)C)C(C)C.[CH3:19][O:20][C:21]1[CH:26]=[CH:25][C:24]([CH2:27][CH2:28][CH3:29])=[CH:23][C:22]=1[C:30]1[N:31]=[C:32]([NH:35][C:36]([C@H:38]2[CH2:43][CH2:42][CH2:41][NH:40][CH2:39]2)=[O:37])[S:33][CH:34]=1.C(OCC)C. (10) The reactants are: [NH2:1][C@H:2]1[CH2:7][CH2:6][C@H:5]([NH:8][C:9]2[CH:10]=[C:11]([NH:28][C:29]3[CH:33]=[CH:32][N:31]([CH:34]([CH3:36])[CH3:35])[N:30]=3)[C:12]3[N:13]([C:15]([C:18]([NH:20][C:21]4[CH:26]=[CH:25][N:24]=[CH:23][C:22]=4[F:27])=[O:19])=[CH:16][N:17]=3)[N:14]=2)[CH2:4][CH2:3]1.[C:37]([CH2:39][C:40](O)=[O:41])#[N:38].CCN(C(C)C)C(C)C.F[P-](F)(F)(F)(F)F.N1(O[P+](N(C)C)(N(C)C)N(C)C)C2C=CC=CC=2N=N1. Given the product [C:37]([CH2:39][C:40]([NH:1][C@H:2]1[CH2:7][CH2:6][C@H:5]([NH:8][C:9]2[CH:10]=[C:11]([NH:28][C:29]3[CH:33]=[CH:32][N:31]([CH:34]([CH3:36])[CH3:35])[N:30]=3)[C:12]3[N:13]([C:15]([C:18]([NH:20][C:21]4[CH:26]=[CH:25][N:24]=[CH:23][C:22]=4[F:27])=[O:19])=[CH:16][N:17]=3)[N:14]=2)[CH2:4][CH2:3]1)=[O:41])#[N:38], predict the reactants needed to synthesize it.